The task is: Predict the reaction yield, written as a fraction of the theoretical maximum amount of product (1.0 means a 100% yield; for example, 0.34 means a 34% yield).. This data is from Reaction yield outcomes from USPTO patents with 853,638 reactions. (1) The reactants are Cl[C:2]1[CH:7]=[CH:6][C:5]([N+:8]([O-:10])=[O:9])=[CH:4][N:3]=1.[OH:11][C:12]1[CH:13]=[C:14]([NH:19][C:20](=[O:26])[O:21][C:22]([CH3:25])([CH3:24])[CH3:23])[CH:15]=[CH:16][C:17]=1[CH3:18].C(=O)([O-])[O-].[K+].[K+]. The catalyst is CN(C)C=O. The product is [CH3:18][C:17]1[CH:16]=[CH:15][C:14]([NH:19][C:20](=[O:26])[O:21][C:22]([CH3:23])([CH3:25])[CH3:24])=[CH:13][C:12]=1[O:11][C:2]1[CH:7]=[CH:6][C:5]([N+:8]([O-:10])=[O:9])=[CH:4][N:3]=1. The yield is 0.920. (2) The reactants are [S:1]1[CH:5]=[C:4]([C:6]([NH2:8])=[NH:7])[N:3]=[CH:2]1.[Cl:9][C:10]1[CH:17]=[C:16]([F:18])[CH:15]=[CH:14][C:11]=1[CH:12]=O.[C:19]([O:25][CH2:26][CH3:27])(=[O:24])[CH2:20][C:21]([CH3:23])=O.C([O-])(=O)C.[Na+]. The catalyst is C(O)C. The product is [S:1]1[CH:5]=[C:4]([C:6]2[NH:8][C:21]([CH3:23])=[C:20]([C:19]([O:25][CH2:26][CH3:27])=[O:24])[CH:12]([C:11]3[CH:14]=[CH:15][C:16]([F:18])=[CH:17][C:10]=3[Cl:9])[N:7]=2)[N:3]=[CH:2]1. The yield is 0.370. (3) The reactants are [NH2:1][CH2:2][CH:3]1[CH2:7][C:6]2[CH:8]=[C:9]([C:14]3[CH:19]=[CH:18][C:17]([C:20]([N:22]4[CH2:27][CH2:26][O:25][CH2:24][CH2:23]4)=[O:21])=[CH:16][CH:15]=3)[CH:10]=[C:11]([O:12][CH3:13])[C:5]=2[O:4]1.[NH2:28][C:29]1[N:34]=[CH:33][C:32](/[CH:35]=[CH:36]/[C:37](O)=[O:38])=[CH:31][CH:30]=1.CCN=C=NCCCN(C)C.C1C=CC2N(O)N=NC=2C=1.CCN(C(C)C)C(C)C. The catalyst is CN(C=O)C. The product is [NH2:28][C:29]1[N:34]=[CH:33][C:32](/[CH:35]=[CH:36]/[C:37]([NH:1][CH2:2][CH:3]2[CH2:7][C:6]3[CH:8]=[C:9]([C:14]4[CH:15]=[CH:16][C:17]([C:20]([N:22]5[CH2:23][CH2:24][O:25][CH2:26][CH2:27]5)=[O:21])=[CH:18][CH:19]=4)[CH:10]=[C:11]([O:12][CH3:13])[C:5]=3[O:4]2)=[O:38])=[CH:31][CH:30]=1. The yield is 0.260.